The task is: Regression. Given two drug SMILES strings and cell line genomic features, predict the synergy score measuring deviation from expected non-interaction effect.. This data is from NCI-60 drug combinations with 297,098 pairs across 59 cell lines. (1) Drug 1: C1C(C(OC1N2C=C(C(=O)NC2=O)F)CO)O. Drug 2: C1C(C(OC1N2C=NC3=C(N=C(N=C32)Cl)N)CO)O. Cell line: UO-31. Synergy scores: CSS=58.8, Synergy_ZIP=-5.58, Synergy_Bliss=-2.90, Synergy_Loewe=-18.9, Synergy_HSA=0.221. (2) Drug 1: COC1=C(C=C2C(=C1)N=CN=C2NC3=CC(=C(C=C3)F)Cl)OCCCN4CCOCC4. Drug 2: CC1C(C(CC(O1)OC2CC(OC(C2O)C)OC3=CC4=CC5=C(C(=O)C(C(C5)C(C(=O)C(C(C)O)O)OC)OC6CC(C(C(O6)C)O)OC7CC(C(C(O7)C)O)OC8CC(C(C(O8)C)O)(C)O)C(=C4C(=C3C)O)O)O)O. Cell line: A549. Synergy scores: CSS=26.5, Synergy_ZIP=5.95, Synergy_Bliss=7.43, Synergy_Loewe=6.66, Synergy_HSA=7.37. (3) Drug 1: CC1=C(C(CCC1)(C)C)C=CC(=CC=CC(=CC(=O)O)C)C. Drug 2: C(CC(=O)O)C(=O)CN.Cl. Cell line: RXF 393. Synergy scores: CSS=3.92, Synergy_ZIP=-2.37, Synergy_Bliss=-0.930, Synergy_Loewe=-0.141, Synergy_HSA=-0.0966. (4) Drug 1: CC12CCC(CC1=CCC3C2CCC4(C3CC=C4C5=CN=CC=C5)C)O. Drug 2: C(CC(=O)O)C(=O)CN.Cl. Cell line: EKVX. Synergy scores: CSS=0.473, Synergy_ZIP=-2.69, Synergy_Bliss=-4.44, Synergy_Loewe=-5.21, Synergy_HSA=-5.23. (5) Drug 1: CC1C(C(=O)NC(C(=O)N2CCCC2C(=O)N(CC(=O)N(C(C(=O)O1)C(C)C)C)C)C(C)C)NC(=O)C3=C4C(=C(C=C3)C)OC5=C(C(=O)C(=C(C5=N4)C(=O)NC6C(OC(=O)C(N(C(=O)CN(C(=O)C7CCCN7C(=O)C(NC6=O)C(C)C)C)C)C(C)C)C)N)C. Drug 2: C(CN)CNCCSP(=O)(O)O. Cell line: ACHN. Synergy scores: CSS=35.1, Synergy_ZIP=-1.30, Synergy_Bliss=0.115, Synergy_Loewe=-80.0, Synergy_HSA=1.83. (6) Drug 1: CN(C)C1=NC(=NC(=N1)N(C)C)N(C)C. Drug 2: CC1=CC=C(C=C1)C2=CC(=NN2C3=CC=C(C=C3)S(=O)(=O)N)C(F)(F)F. Cell line: A549. Synergy scores: CSS=-1.96, Synergy_ZIP=-0.0741, Synergy_Bliss=-0.629, Synergy_Loewe=-9.19, Synergy_HSA=-4.77. (7) Drug 1: CCCS(=O)(=O)NC1=C(C(=C(C=C1)F)C(=O)C2=CNC3=C2C=C(C=N3)C4=CC=C(C=C4)Cl)F. Drug 2: CN(C)N=NC1=C(NC=N1)C(=O)N. Cell line: SF-295. Synergy scores: CSS=2.17, Synergy_ZIP=-2.52, Synergy_Bliss=-4.57, Synergy_Loewe=-3.87, Synergy_HSA=-3.99.